From a dataset of Forward reaction prediction with 1.9M reactions from USPTO patents (1976-2016). Predict the product of the given reaction. (1) Given the reactants [CH2:1]([O:5][C:6]1[N:14]=[C:13]2[C:9]([N:10]=[C:11]([O:40]C)[N:12]2[CH2:15][C:16]2[CH:17]=[N:18][C:19]([O:22][CH2:23][CH2:24][CH2:25][CH2:26][NH:27][CH2:28][C:29]3[CH:34]=[CH:33][CH:32]=[C:31]([CH2:35][C:36]([O:38][CH3:39])=[O:37])[CH:30]=3)=[CH:20][CH:21]=2)=[C:8]([NH2:42])[N:7]=1)[CH2:2][CH2:3][CH3:4].S(=O)(=O)(O)O, predict the reaction product. The product is: [CH2:1]([O:5][C:6]1[N:14]=[C:13]2[C:9]([NH:10][C:11](=[O:40])[N:12]2[CH2:15][C:16]2[CH:17]=[N:18][C:19]([O:22][CH2:23][CH2:24][CH2:25][CH2:26][NH:27][CH2:28][C:29]3[CH:34]=[CH:33][CH:32]=[C:31]([CH2:35][C:36]([O:38][CH3:39])=[O:37])[CH:30]=3)=[CH:20][CH:21]=2)=[C:8]([NH2:42])[N:7]=1)[CH2:2][CH2:3][CH3:4]. (2) Given the reactants [Na].C[Si](C)(C)N[Si](C)(C)C.[Cl:11][C:12]1[CH:17]=[C:16]([Cl:18])[CH:15]=[CH:14][C:13]=1[CH2:19][C:20]([OH:22])=O.[Cl:23][C:24]1[CH:33]=[CH:32][C:27](C(OC)=O)=[CH:26][CH:25]=1, predict the reaction product. The product is: [Cl:23][C:24]1[CH:33]=[CH:32][C:27]([C:20](=[O:22])[CH2:19][C:13]2[CH:14]=[CH:15][C:16]([Cl:18])=[CH:17][C:12]=2[Cl:11])=[CH:26][CH:25]=1. (3) Given the reactants [CH3:1][C:2]1[CH:3]=[CH:4][C:5]2[O:10][CH2:9][CH2:8][NH:7][C:6]=2[CH:11]=1.[Br:12][C:13]1[CH:14]=[C:15]([CH:19]=[C:20]([Br:23])[C:21]=1[OH:22])[C:16](Cl)=[O:17], predict the reaction product. The product is: [Br:12][C:13]1[CH:14]=[C:15]([C:16]([N:7]2[C:6]3[CH:11]=[C:2]([CH3:1])[CH:3]=[CH:4][C:5]=3[O:10][CH2:9][CH2:8]2)=[O:17])[CH:19]=[C:20]([Br:23])[C:21]=1[OH:22]. (4) Given the reactants Br[C:2]1[CH:3]=[N:4][C:5]2[N:6]([CH:8]=[C:9]([CH2:11][O:12][C:13]3[CH:18]=[CH:17][N:16]=[C:15]([F:19])[CH:14]=3)[N:10]=2)[CH:7]=1.[F:20][C:21]1[CH:26]=[CH:25][C:24](B(O)O)=[CH:23][CH:22]=1, predict the reaction product. The product is: [F:20][C:21]1[CH:26]=[CH:25][C:24]([C:2]2[CH:3]=[N:4][C:5]3[N:6]([CH:8]=[C:9]([CH2:11][O:12][C:13]4[CH:18]=[CH:17][N:16]=[C:15]([F:19])[CH:14]=4)[N:10]=3)[CH:7]=2)=[CH:23][CH:22]=1. (5) Given the reactants [OH-].[Na+].[CH2:3]([O:10][C:11]1[CH:16]=[CH:15][C:14]([N:17]([C:44]2[CH:49]=[CH:48][CH:47]=[CH:46][CH:45]=2)[C:18]([C:20]2[C:28]3[C:23](=[CH:24][CH:25]=[CH:26][CH:27]=3)[N:22]([C:29]3[C:30]([C:40]([O:42]C)=[O:41])=[CH:31][C:32]4[O:36][C:35]([F:38])([F:37])[O:34][C:33]=4[CH:39]=3)[CH:21]=2)=[O:19])=[CH:13][CH:12]=1)[C:4]1[CH:9]=[CH:8][CH:7]=[CH:6][CH:5]=1.C(OCC)(=O)C.O, predict the reaction product. The product is: [CH2:3]([O:10][C:11]1[CH:12]=[CH:13][C:14]([N:17]([C:44]2[CH:49]=[CH:48][CH:47]=[CH:46][CH:45]=2)[C:18]([C:20]2[C:28]3[C:23](=[CH:24][CH:25]=[CH:26][CH:27]=3)[N:22]([C:29]3[C:30]([C:40]([OH:42])=[O:41])=[CH:31][C:32]4[O:36][C:35]([F:38])([F:37])[O:34][C:33]=4[CH:39]=3)[CH:21]=2)=[O:19])=[CH:15][CH:16]=1)[C:4]1[CH:9]=[CH:8][CH:7]=[CH:6][CH:5]=1. (6) Given the reactants N(OCCC(C)C)=O.N[C:10]1[C:15]([C:16]#[N:17])=[C:14]([N:18]2[CH2:23][CH2:22][CH2:21][CH2:20][CH2:19]2)[C:13]([C:24]#[N:25])=[C:12]([S:26][CH2:27][C:28]2[N:29]=[C:30]([C:33]3[CH:38]=[CH:37][C:36]([Cl:39])=[CH:35][CH:34]=3)[S:31][CH:32]=2)[N:11]=1.[ClH:40], predict the reaction product. The product is: [Cl:40][C:10]1[C:15]([C:16]#[N:17])=[C:14]([N:18]2[CH2:23][CH2:22][CH2:21][CH2:20][CH2:19]2)[C:13]([C:24]#[N:25])=[C:12]([S:26][CH2:27][C:28]2[N:29]=[C:30]([C:33]3[CH:38]=[CH:37][C:36]([Cl:39])=[CH:35][CH:34]=3)[S:31][CH:32]=2)[N:11]=1. (7) Given the reactants [F:1][C:2]1[CH:3]=[CH:4][C:5]2[N:10]([CH2:11][CH2:12][CH2:13][NH:14][C:15]3[CH:20]=[CH:19][C:18]([CH2:21][C@H:22]([O:26][CH2:27][CH3:28])[C:23]([OH:25])=[O:24])=[CH:17][CH:16]=3)[CH2:9][CH2:8][O:7][C:6]=2[CH:29]=1.[NH2:30][C@H:31]([C:39]([OH:41])=[O:40])[CH2:32][CH2:33][CH2:34][NH:35][C:36](=[NH:38])[NH2:37], predict the reaction product. The product is: [NH2:30][C@H:31]([C:39]([OH:41])=[O:40])[CH2:32][CH2:33][CH2:34][NH:35][C:36](=[NH:37])[NH2:38].[F:1][C:2]1[CH:3]=[CH:4][C:5]2[N:10]([CH2:11][CH2:12][CH2:13][NH:14][C:15]3[CH:20]=[CH:19][C:18]([CH2:21][C@H:22]([O:26][CH2:27][CH3:28])[C:23]([OH:25])=[O:24])=[CH:17][CH:16]=3)[CH2:9][CH2:8][O:7][C:6]=2[CH:29]=1.